Dataset: Reaction yield outcomes from USPTO patents with 853,638 reactions. Task: Predict the reaction yield, written as a fraction of the theoretical maximum amount of product (1.0 means a 100% yield; for example, 0.34 means a 34% yield). (1) The reactants are [C:1]([O:5][C:6]([N:8]1[CH2:12][CH2:11][CH2:10][C@@H:9]1[CH2:13][O:14][C:15]1[CH:20]=[CH:19][C:18]([CH2:21][C:22]2[CH:27]=[CH:26][C:25](I)=[CH:24][CH:23]=2)=[CH:17][CH:16]=1)=[O:7])([CH3:4])([CH3:3])[CH3:2].[S:29]1[CH:33]=[CH:32][CH:31]=[C:30]1B(O)O.C1(P(C2C=CC=CC=2)C2C=CC=CC=2)C=CC=CC=1.C(=O)([O-])[O-].[K+].[K+]. The catalyst is COCCOC.C([O-])(=O)C.[Pd+2].C([O-])(=O)C.O.C(O)C. The product is [C:1]([O:5][C:6]([N:8]1[CH2:12][CH2:11][CH2:10][C@@H:9]1[CH2:13][O:14][C:15]1[CH:20]=[CH:19][C:18]([CH2:21][C:22]2[C:27]([C:30]3[S:29][CH:33]=[CH:32][CH:31]=3)=[CH:26][CH:25]=[CH:24][CH:23]=2)=[CH:17][CH:16]=1)=[O:7])([CH3:4])([CH3:3])[CH3:2]. The yield is 0.750. (2) The reactants are [OH:1][CH2:2][C:3]([C:6]1[CH:10]=[C:9]([NH:11][C:12]([C@@H:14]2[CH2:18][CH2:17][CH2:16][N:15]2[CH:19]2[CH2:24][CH2:23][O:22][CH2:21][CH2:20]2)=[O:13])[O:8][N:7]=1)([CH3:5])[CH3:4].CC(OI1(OC(C)=O)(OC(C)=O)OC(=O)C2C1=CC=CC=2)=O. The catalyst is C(Cl)Cl.C([O-])(O)=O.[Na+]. The product is [CH3:5][C:3]([C:6]1[CH:10]=[C:9]([NH:11][C:12]([C@@H:14]2[CH2:18][CH2:17][CH2:16][N:15]2[CH:19]2[CH2:20][CH2:21][O:22][CH2:23][CH2:24]2)=[O:13])[O:8][N:7]=1)([CH3:4])[CH:2]=[O:1]. The yield is 0.520. (3) The catalyst is CO. The reactants are [CH2:1]([N:3]([CH:28]1[CH2:33][CH2:32][NH:31][CH2:30][CH2:29]1)[C:4]1[C:9]2[CH2:10][CH:11]=[CH:12][CH2:13][CH2:14][CH2:15][C:16]3[CH:25]=[C:24]([CH3:26])[CH2:23][C:22](=[O:27])[C:17]=3[CH2:18][NH:19][C:20](=[O:21])[C:8]=2[CH:7]=[N:6][CH:5]=1)[CH3:2].[BH3-]C#N.[Na+].[CH3:38][C:39]([CH3:41])=O.CC(O)=O. The product is [CH2:1]([N:3]([CH:28]1[CH2:29][CH2:30][N:31]([CH:39]([CH3:41])[CH3:38])[CH2:32][CH2:33]1)[C:4]1[C:9]2[CH2:10][CH:11]=[CH:12][CH2:13][CH2:14][CH2:15][C:16]3[CH:25]=[C:24]([CH3:26])[CH2:23][C:22](=[O:27])[C:17]=3[CH2:18][NH:19][C:20](=[O:21])[C:8]=2[CH:7]=[N:6][CH:5]=1)[CH3:2]. The yield is 0.744. (4) The reactants are C([Li])CCC.Br[C:7]1[C:16]2[C:11](=[CH:12][CH:13]=[CH:14][CH:15]=2)[CH:10]=[CH:9][N:8]=1.CN([CH:20]=[O:21])C.C1([Li])C2C(=CC=CC=2)C=CN=1.[NH4+].[Cl-]. The catalyst is CCOCC.C1COCC1.C(O)C.CCOC(C)=O. The product is [CH:7]1[C:16]2[CH:15]=[CH:14][CH:13]=[C:12]([CH:20]=[O:21])[C:11]=2[CH:10]=[CH:9][N:8]=1. The yield is 0.640.